This data is from Full USPTO retrosynthesis dataset with 1.9M reactions from patents (1976-2016). The task is: Predict the reactants needed to synthesize the given product. (1) Given the product [NH2:16][CH2:15][C:14]1[CH:23]=[CH:24][C:11]([CH2:10][O:9][C:4]2[N:3]=[C:2]([NH2:1])[N:7]=[C:6]([Cl:8])[CH:5]=2)=[CH:12][CH:13]=1, predict the reactants needed to synthesize it. The reactants are: [NH2:1][C:2]1[N:7]=[C:6]([Cl:8])[CH:5]=[C:4]([O:9][CH2:10][C:11]2[CH:24]=[CH:23][C:14]([CH2:15][NH:16]C(=O)C(F)(F)F)=[CH:13][CH:12]=2)[N:3]=1.CN. (2) Given the product [Cl:33][C:30]1[CH:31]=[CH:32][C:27]([O:26][C:24](=[O:25])[NH:22][N:13]2[CH:12]([CH3:11])[CH2:21][C:20]3[C:15](=[CH:16][CH:17]=[CH:18][CH:19]=3)[CH2:14]2)=[CH:28][CH:29]=1, predict the reactants needed to synthesize it. The reactants are: C(N(CC)C(C)C)(C)C.Cl.[CH3:11][CH:12]1[CH2:21][C:20]2[C:15](=[CH:16][CH:17]=[CH:18][CH:19]=2)[CH2:14][N:13]1[NH2:22].Cl[C:24]([O:26][C:27]1[CH:32]=[CH:31][C:30]([Cl:33])=[CH:29][CH:28]=1)=[O:25]. (3) Given the product [CH3:15][N:16]([CH2:8][C:2](=[CH2:1])[C:3]([OH:5])=[O:4])[CH3:17], predict the reactants needed to synthesize it. The reactants are: [C:1](O)(=O)[CH2:2][C:3]([OH:5])=[O:4].[CH2:8]=O.O1CCCC1.[CH3:15][NH:16][CH3:17].